From a dataset of Reaction yield outcomes from USPTO patents with 853,638 reactions. Predict the reaction yield, written as a fraction of the theoretical maximum amount of product (1.0 means a 100% yield; for example, 0.34 means a 34% yield). (1) The reactants are [ClH:1].[CH2:2]([N:6]1[CH2:11][CH2:10][CH:9]([CH2:12][NH:13][C:14]([C:16]2[C:24]3[CH:23]=[CH:22][CH:21]=[CH:20][C:19]=3[N:18]3[CH2:25][CH2:26][CH2:27][O:28][C:17]=23)=[O:15])[CH2:8][CH2:7]1)[CH2:3][CH2:4][CH3:5]. The catalyst is C(O)C. The product is [ClH:1].[CH2:2]([N:6]1[CH2:7][CH2:8][CH:9]([CH2:12][NH:13][C:14]([C:16]2[C:24]3[CH:23]=[CH:22][CH:21]=[CH:20][C:19]=3[N:18]3[CH2:25][CH2:26][CH2:27][O:28][C:17]=23)=[O:15])[CH2:10][CH2:11]1)[CH2:3][CH2:4][CH3:5]. The yield is 0.940. (2) The reactants are [OH:1][CH2:2][C@@H:3]1[CH:18]=[C:17]2[C@@H:7]([CH2:8][C:9]3[C:19]4[C:12](=[CH:13][CH:14]=[CH:15][C:16]2=4)[NH:11][CH:10]=3)[N:5]([CH3:6])[CH2:4]1. The catalyst is [Pd].CN(C)C=O. The product is [OH:1][CH2:2][C@@H:3]1[CH:18]=[C:17]2[C@@H:7]([CH2:8][CH:9]3[C:19]4[C:12](=[CH:13][CH:14]=[CH:15][C:16]2=4)[NH:11][CH2:10]3)[N:5]([CH3:6])[CH2:4]1. The yield is 0.970. (3) The reactants are [CH3:1][O:2][C:3]1[CH:8]=[CH:7][C:6]([NH:9][C:10]2[CH:15]=[CH:14][CH:13]=[CH:12][N:11]=2)=[CH:5][CH:4]=1.[CH3:16]C([O-])(C)C.[K+].CI. The catalyst is CN(C=O)C.O. The product is [CH3:1][O:2][C:3]1[CH:4]=[CH:5][C:6]([N:9]([CH3:16])[C:10]2[CH:15]=[CH:14][CH:13]=[CH:12][N:11]=2)=[CH:7][CH:8]=1. The yield is 0.770. (4) The reactants are [CH2:1]([OH:4])[C:2]#[CH:3].[F:5][C:6]1[C:7]([NH:17][C:18]2[CH:23]=[CH:22][C:21](I)=[CH:20][C:19]=2[F:25])=[C:8]([CH:13]=[CH:14][C:15]=1[F:16])[C:9]([O:11][CH3:12])=[O:10]. No catalyst specified. The product is [F:5][C:6]1[C:7]([NH:17][C:18]2[CH:23]=[CH:22][C:21]([C:3]#[C:2][CH2:1][OH:4])=[CH:20][C:19]=2[F:25])=[C:8]([CH:13]=[CH:14][C:15]=1[F:16])[C:9]([O:11][CH3:12])=[O:10]. The yield is 0.940. (5) No catalyst specified. The product is [C:2]1([CH3:1])[CH:7]=[CH:6][C:5]([C:8]2[N:12]([C:13]3[CH:18]=[C:24]([CH:16]=[CH:15][N:14]=3)[C:25]([OH:21])=[O:26])[N:11]=[CH:10][CH:9]=2)=[CH:4][CH:3]=1. The yield is 0.470. The reactants are [CH3:1][C:2]1[CH:7]=[CH:6][C:5]([C:8]2[N:12]([C:13]3[CH:18]=C(C#N)[CH:16]=[CH:15][N:14]=3)[N:11]=[CH:10][CH:9]=2)=[CH:4][CH:3]=1.[OH-:21].[Na+].Cl.[CH3:24][CH2:25][OH:26]. (6) The reactants are [N+:1]([C:4]1[CH:9]=[CH:8][C:7]([NH2:10])=[C:6]([NH2:11])[CH:5]=1)([O-:3])=[O:2].[C:12]1([CH3:22])[CH:17]=[CH:16][C:15]([S:18](Cl)(=[O:20])=[O:19])=[CH:14][CH:13]=1. The catalyst is N1C=CC=CC=1. The product is [S:18]([NH:10][C:7]1[CH:8]=[CH:9][C:4]([N+:1]([O-:3])=[O:2])=[CH:5][C:6]=1[NH:11][S:18]([C:15]1[CH:16]=[CH:17][C:12]([CH3:22])=[CH:13][CH:14]=1)(=[O:20])=[O:19])([C:15]1[CH:16]=[CH:17][C:12]([CH3:22])=[CH:13][CH:14]=1)(=[O:20])=[O:19]. The yield is 0.700. (7) The reactants are Br[C:2]1[CH:3]=[C:4]2[C:10]([C:11]3[CH:16]=[CH:15][CH:14]=[C:13]([F:17])[N:12]=3)=[N:9][N:8]([CH:18]3[CH2:23][CH2:22][CH2:21][CH2:20][O:19]3)[C:5]2=[CH:6][N:7]=1.[O:24]1[CH:29]=[C:28](B2OC(C)(C)C(C)(C)O2)[CH2:27][CH2:26][CH2:25]1. No catalyst specified. The product is [O:24]1[CH:25]=[C:26]([C:2]2[CH:3]=[C:4]3[C:10]([C:11]4[CH:16]=[CH:15][CH:14]=[C:13]([F:17])[N:12]=4)=[N:9][N:8]([CH:18]4[CH2:23][CH2:22][CH2:21][CH2:20][O:19]4)[C:5]3=[CH:6][N:7]=2)[CH2:27][CH2:28][CH2:29]1. The yield is 0.450.